This data is from Peptide-MHC class I binding affinity with 185,985 pairs from IEDB/IMGT. The task is: Regression. Given a peptide amino acid sequence and an MHC pseudo amino acid sequence, predict their binding affinity value. This is MHC class I binding data. (1) The peptide sequence is DTMRIYCSL. The MHC is HLA-A02:01 with pseudo-sequence HLA-A02:01. The binding affinity (normalized) is 0.248. (2) The peptide sequence is SLLTNDTTWI. The MHC is HLA-A11:01 with pseudo-sequence HLA-A11:01. The binding affinity (normalized) is 0. (3) The peptide sequence is QPKKAAAAL. The MHC is HLA-B46:01 with pseudo-sequence HLA-B46:01. The binding affinity (normalized) is 0.0847. (4) The peptide sequence is ELYSPLFLI. The MHC is HLA-A02:01 with pseudo-sequence HLA-A02:01. The binding affinity (normalized) is 0.794. (5) The peptide sequence is FSFEIALLK. The MHC is HLA-A26:03 with pseudo-sequence HLA-A26:03. The binding affinity (normalized) is 0.0847.